From a dataset of Forward reaction prediction with 1.9M reactions from USPTO patents (1976-2016). Predict the product of the given reaction. (1) Given the reactants [F:1][C:2]1[CH:3]=[C:4]([OH:8])[CH:5]=[CH:6][CH:7]=1.C([O-])([O-])=O.[K+].[K+].Br[C:16]([F:25])([F:24])[C:17]([N:19]([CH2:22][CH3:23])[CH2:20][CH3:21])=[O:18].O, predict the reaction product. The product is: [F:24][C:16]([F:25])([O:8][C:4]1[CH:5]=[CH:6][CH:7]=[C:2]([F:1])[CH:3]=1)[C:17]([N:19]([CH2:22][CH3:23])[CH2:20][CH3:21])=[O:18]. (2) The product is: [NH2:9][C:4]1[CH:3]=[C:2]([N:16]2[CH2:17][CH2:18][C@H:14]([N:13]([CH3:19])[CH3:12])[CH2:15]2)[CH:7]=[CH:6][C:5]=1[CH3:8]. Given the reactants Br[C:2]1[CH:7]=[CH:6][C:5]([CH3:8])=[C:4]([N+:9]([O-])=O)[CH:3]=1.[CH3:12][N:13]([CH3:19])[C@H:14]1[CH2:18][CH2:17][NH:16][CH2:15]1, predict the reaction product.